The task is: Predict the reaction yield, written as a fraction of the theoretical maximum amount of product (1.0 means a 100% yield; for example, 0.34 means a 34% yield).. This data is from Reaction yield outcomes from USPTO patents with 853,638 reactions. The reactants are [CH:1](I)([CH3:3])[CH3:2].[Br:5][C:6]1[CH:7]=[C:8]([CH:11]=[CH:12][C:13]=1[OH:14])[CH:9]=[O:10].C(=O)([O-])[O-].[K+].[K+]. The catalyst is CN(C=O)C.O. The product is [Br:5][C:6]1[CH:7]=[C:8]([CH:11]=[CH:12][C:13]=1[O:14][CH:1]([CH3:3])[CH3:2])[CH:9]=[O:10]. The yield is 0.550.